This data is from Full USPTO retrosynthesis dataset with 1.9M reactions from patents (1976-2016). The task is: Predict the reactants needed to synthesize the given product. (1) Given the product [Cl:1][C:2]1[C:3]([C:10]#[N:11])=[N:4][C:5]([CH3:8])=[CH:6][CH:7]=1, predict the reactants needed to synthesize it. The reactants are: [Cl:1][C:2]1[CH:7]=[CH:6][C:5]([CH3:8])=[N+:4]([O-])[C:3]=1[C:10]#[N:11].C[Si](C#N)(C)C.CN(C)C(Cl)=O.[Cl-].[Na+]. (2) Given the product [C:1]([CH2:3][C@H:4]1[CH2:15][CH2:14][C:13]2[S:12][C:11]3[N:10]=[CH:9][N:8]=[C:7]([O:16][CH:17]4[CH2:18][CH2:19][C:20]([NH:24][C:25](=[O:31])[O:26][C:27]([CH3:30])([CH3:29])[CH3:28])([CH3:23])[CH2:21][CH2:22]4)[C:6]=3[C:5]1=2)(=[O:32])[NH2:2], predict the reactants needed to synthesize it. The reactants are: [C:1]([CH2:3][C@H:4]1[CH2:15][CH2:14][C:13]2[S:12][C:11]3[N:10]=[CH:9][N:8]=[C:7]([O:16][CH:17]4[CH2:22][CH2:21][C:20]([NH:24][C:25](=[O:31])[O:26][C:27]([CH3:30])([CH3:29])[CH3:28])([CH3:23])[CH2:19][CH2:18]4)[C:6]=3[C:5]1=2)#[N:2].[OH:32][Li].O.OO. (3) Given the product [C:45]([N:8]1[CH2:9][CH2:10][CH:11]([NH:14][C:15]([CH:17]2[CH:21]([C:22]3[CH:27]=[CH:26][CH:25]=[C:24]([Cl:28])[C:23]=3[F:29])[C:20]([C:32]3[CH:37]=[CH:36][C:35]([Cl:38])=[CH:34][C:33]=3[F:39])([C:30]#[N:31])[CH:19]([CH2:40][C:41]([CH3:44])([CH3:43])[CH3:42])[NH:18]2)=[O:16])[CH2:12][CH2:13]1)(=[O:52])[C:46]1[CH:51]=[CH:50][CH:49]=[CH:48][CH:47]=1, predict the reactants needed to synthesize it. The reactants are: FC(F)(F)C(O)=O.[NH:8]1[CH2:13][CH2:12][CH:11]([NH:14][C:15]([C@H:17]2[C@H:21]([C:22]3[CH:27]=[CH:26][CH:25]=[C:24]([Cl:28])[C:23]=3[F:29])[C@:20]([C:32]3[CH:37]=[CH:36][C:35]([Cl:38])=[CH:34][C:33]=3[F:39])([C:30]#[N:31])[C@H:19]([CH2:40][C:41]([CH3:44])([CH3:43])[CH3:42])[NH:18]2)=[O:16])[CH2:10][CH2:9]1.[C:45](Cl)(=[O:52])[C:46]1[CH:51]=[CH:50][CH:49]=[CH:48][CH:47]=1.C(N(CC)CC)C. (4) Given the product [C:1]([NH:5][C:6]1[N:7]=[C:8]([NH:23][C:24]2[CH:29]=[N:28][CH:27]=[CH:26][N:25]=2)[CH:9]=[C:10]2[C:15]=1[C:14](=[O:16])[N:13]([CH2:17][C@@H:18]([OH:21])[CH2:19][OH:20])[CH:12]=[CH:11]2)([CH3:4])([CH3:3])[CH3:2], predict the reactants needed to synthesize it. The reactants are: [C:1]([NH:5][C:6]1[N:7]=[C:8](Cl)[CH:9]=[C:10]2[C:15]=1[C:14](=[O:16])[N:13]([CH2:17][C@@H:18]([OH:21])[CH2:19][OH:20])[CH:12]=[CH:11]2)([CH3:4])([CH3:3])[CH3:2].[NH2:23][C:24]1[CH:29]=[N:28][CH:27]=[CH:26][N:25]=1.CC1(C)C2C(=C(P(C3C=CC=CC=3)C3C=CC=CC=3)C=CC=2)OC2C(P(C3C=CC=CC=3)C3C=CC=CC=3)=CC=CC1=2.C([O-])([O-])=O.[Cs+].[Cs+]. (5) Given the product [Cl:16][C:17]1[C:18]([O:8][CH2:7][CH:3]2[C:4]([CH3:6])([CH3:5])[C:2]2([CH3:9])[CH3:1])=[CH:19][C:20]([F:30])=[C:21]([CH:29]=1)[C:22]([NH:24][S:25]([CH3:28])(=[O:26])=[O:27])=[O:23], predict the reactants needed to synthesize it. The reactants are: [CH3:1][C:2]1([CH3:9])[C:4]([CH3:6])([CH3:5])[CH:3]1[CH2:7][OH:8].CC(C)([O-])C.[K+].[Cl:16][C:17]1[C:18](F)=[CH:19][C:20]([F:30])=[C:21]([CH:29]=1)[C:22]([NH:24][S:25]([CH3:28])(=[O:27])=[O:26])=[O:23]. (6) Given the product [CH3:18][O:17]/[N:16]=[C:4]1\[CH2:5][N:6]([C:9]([O:11][C:12]([CH3:15])([CH3:14])[CH3:13])=[O:10])[CH2:7][CH2:8][C:3]\1=[O:2], predict the reactants needed to synthesize it. The reactants are: C[O:2][C:3]1(OC)[CH2:8][CH2:7][N:6]([C:9]([O:11][C:12]([CH3:15])([CH3:14])[CH3:13])=[O:10])[CH2:5]/[C:4]/1=[N:16]\[O:17][CH3:18].C([O-])(O)=O.[Na+]. (7) Given the product [I:6][C:7]1[CH:14]=[CH:13][C:10]([CH2:11][O:5][CH:3]2[CH2:4][O:1][CH2:2]2)=[CH:9][CH:8]=1, predict the reactants needed to synthesize it. The reactants are: [O:1]1[CH2:4][CH:3]([OH:5])[CH2:2]1.[I:6][C:7]1[CH:14]=[CH:13][C:10]([CH2:11]Br)=[CH:9][CH:8]=1.[H-].[Na+].Cl.